This data is from Catalyst prediction with 721,799 reactions and 888 catalyst types from USPTO. The task is: Predict which catalyst facilitates the given reaction. (1) The catalyst class is: 9. Reactant: [H-].[Na+].[OH:3]/[N:4]=[C:5](\[CH2:11][C:12]1[CH:17]=[CH:16][CH:15]=[CH:14][CH:13]=1)/[C:6]([O:8]CC)=[O:7].Cl[CH2:19][C:20]1[CH:39]=[CH:38][C:23]([O:24][CH2:25][C:26]2[N:27]=[C:28]([C:32]3[CH:37]=[CH:36][CH:35]=[CH:34][CH:33]=3)[O:29][C:30]=2[CH3:31])=[CH:22][CH:21]=1.Cl.C(=O)(O)[O-].[Na+]. Product: [CH3:31][C:30]1[O:29][C:28]([C:32]2[CH:33]=[CH:34][CH:35]=[CH:36][CH:37]=2)=[N:27][C:26]=1[CH2:25][O:24][C:23]1[CH:22]=[CH:21][C:20]([CH2:19][O:3]/[N:4]=[C:5](\[CH2:11][C:12]2[CH:13]=[CH:14][CH:15]=[CH:16][CH:17]=2)/[C:6]([OH:8])=[O:7])=[CH:39][CH:38]=1. (2) Reactant: [C:1]1([CH:7]([CH3:11])[C:8]([OH:10])=O)[CH:6]=[CH:5][CH:4]=[CH:3][CH:2]=1.O=S(Cl)Cl.[CH3:16][O:17][C:18](=[O:28])[C:19]1[CH:24]=[C:23]([Cl:25])[C:22]([Cl:26])=[CH:21][C:20]=1[NH2:27].CCCCCC. Product: [CH3:16][O:17][C:18](=[O:28])[C:19]1[CH:24]=[C:23]([Cl:25])[C:22]([Cl:26])=[CH:21][C:20]=1[NH:27][C:8](=[O:10])[CH:7]([C:1]1[CH:2]=[CH:3][CH:4]=[CH:5][CH:6]=1)[CH3:11]. The catalyst class is: 25. (3) Reactant: C(OC([N:8]1[CH2:13][CH2:12][CH:11]([C:14]2[CH:19]=[CH:18][CH:17]=[C:16]([NH:20][C:21](=[O:23])[CH3:22])[CH:15]=2)[CH2:10][CH2:9]1)=O)(C)(C)C. Product: [NH:8]1[CH2:13][CH2:12][CH:11]([C:14]2[CH:15]=[C:16]([NH:20][C:21](=[O:23])[CH3:22])[CH:17]=[CH:18][CH:19]=2)[CH2:10][CH2:9]1. The catalyst class is: 2. (4) Reactant: [NH2:1][C:2]1[S:3][CH:4]=[N:5][N:6]=1.C(=O)([O-])[O-].[K+].[K+].C1OCCOCCOCCOCCOCCOC1.Cl[C:32]1[N:37]=[CH:36][C:35]([CH2:38]Cl)=[CH:34][CH:33]=1. Product: [S:3]1[CH:4]=[N:5][N:6]=[C:2]1[NH:1][CH2:38][C:35]1[CH:36]=[N:37][CH:32]=[CH:33][CH:34]=1. The catalyst class is: 9. (5) Reactant: [CH:1]1([C:7]2[CH:33]=[CH:32][C:10]([O:11][CH2:12][C:13]3[N:18]=[CH:17][C:16]([N:19]4[CH2:24][CH2:23][N:22](C(OC(C)(C)C)=O)[CH2:21][CH2:20]4)=[CH:15][CH:14]=3)=[CH:9][C:8]=2[C:34]([F:37])([F:36])[F:35])[CH2:6][CH2:5][CH2:4][CH2:3][CH2:2]1.FC(F)(F)C(O)=O.[C:45]([O:49]C(C)(C)C)(=[O:48])[CH:46]=[CH2:47].CCN(C(C)C)C(C)C. Product: [CH:1]1([C:7]2[CH:33]=[CH:32][C:10]([O:11][CH2:12][C:13]3[N:18]=[CH:17][C:16]([N:19]4[CH2:24][CH2:23][N:22]([CH2:47][CH2:46][C:45]([OH:49])=[O:48])[CH2:21][CH2:20]4)=[CH:15][CH:14]=3)=[CH:9][C:8]=2[C:34]([F:36])([F:35])[F:37])[CH2:6][CH2:5][CH2:4][CH2:3][CH2:2]1. The catalyst class is: 61. (6) Product: [CH2:15]([O:14][C:12]([C:10]1[C:6]2[CH:5]=[N:4][NH:3][C:2]=2[N:1]=[C:8]([OH:17])[CH:9]=1)=[O:13])[CH3:16]. The catalyst class is: 6. Reactant: [NH2:1][C:2]1[CH:6]=[CH:5][NH:4][N:3]=1.[Na].[C:8](OCC)(=[O:17])[CH2:9][C:10]([C:12]([O:14][CH2:15][CH3:16])=[O:13])=O.C(O)(=O)C.